The task is: Predict the product of the given reaction.. This data is from Forward reaction prediction with 1.9M reactions from USPTO patents (1976-2016). (1) Given the reactants [CH2:1]([O:3][C:4](=[O:22])[CH2:5][N:6]1[C:14]2[C:9](=[C:10]([CH2:15][C:16](O)=[O:17])[CH:11]=[CH:12][CH:13]=2)[C:8]([N+:19]([O-])=O)=[CH:7]1)[CH3:2], predict the reaction product. The product is: [O:17]=[C:16]1[CH2:15][C:10]2[C:9]3=[C:14]([N:6]([CH2:5][C:4]([O:3][CH2:1][CH3:2])=[O:22])[CH:7]=[C:8]3[NH:19]1)[CH:13]=[CH:12][CH:11]=2. (2) Given the reactants [Cl:1]Cl.[Cl:3][C:4]1[NH:8][N:7]=[C:6]([C:9]([OH:11])=[O:10])[CH:5]=1, predict the reaction product. The product is: [Cl:1][C:5]1[C:6]([C:9]([OH:11])=[O:10])=[N:7][NH:8][C:4]=1[Cl:3]. (3) Given the reactants [C:1](/[C:4](=[CH:7]/N(C)C)/[C:5]#[N:6])(=O)[CH3:2].[C:11]([O:15][C:16]([NH:18][C:19]([NH2:21])=[NH:20])=[O:17])([CH3:14])([CH3:13])[CH3:12].CC1CCCO1, predict the reaction product. The product is: [C:11]([O:15][C:16](=[O:17])[NH:18][C:19]1[N:21]=[C:1]([CH3:2])[C:4]([C:5]#[N:6])=[CH:7][N:20]=1)([CH3:14])([CH3:12])[CH3:13]. (4) The product is: [C:26]([SiH2:25][O:24][C:23]([CH3:31])([CH3:30])[C:19]1([N:12]2[C:13]3[N:14]=[CH:15][N:16]=[CH:17][C:18]=3[C:10]([C:8]([C:4]3[CH:3]=[C:2]([NH:1][C:41](=[O:42])[CH2:40][C:37]4[CH:36]=[CH:35][C:34]([C:33]([F:44])([F:32])[F:45])=[CH:39][CH:38]=4)[CH:7]=[N:6][CH:5]=3)=[O:9])=[CH:11]2)[CH2:20][O:21][CH2:22]1)([CH3:29])([CH3:28])[CH3:27]. Given the reactants [NH2:1][C:2]1[CH:3]=[C:4]([C:8]([C:10]2[C:18]3[CH:17]=[N:16][CH:15]=[N:14][C:13]=3[N:12]([C:19]3([C:23]([CH3:31])([CH3:30])[O:24][SiH2:25][C:26]([CH3:29])([CH3:28])[CH3:27])[CH2:22][O:21][CH2:20]3)[CH:11]=2)=[O:9])[CH:5]=[N:6][CH:7]=1.[F:32][C:33]([F:45])([F:44])[C:34]1[CH:39]=[CH:38][C:37]([CH2:40][C:41](O)=[O:42])=[CH:36][CH:35]=1.CN(C(ON1N=NC2C=CC=NC1=2)=[N+](C)C)C.F[P-](F)(F)(F)(F)F, predict the reaction product. (5) Given the reactants Br[CH2:2][C@@H:3]([OH:14])[CH2:4][NH:5][C:6]([C:8]1[S:9][C:10]([Cl:13])=[CH:11][CH:12]=1)=[O:7].[NH2:15][C:16]1[CH:21]=[CH:20][C:19]([N:22]2[CH2:27][CH2:26][O:25][CH2:24][C:23]2=[O:28])=[CH:18][CH:17]=1.N1C(C)=CC(C)=CC=1C.C(O)C, predict the reaction product. The product is: [OH:14][C@H:3]([CH2:2][NH:15][C:16]1[CH:17]=[CH:18][C:19]([N:22]2[CH2:27][CH2:26][O:25][CH2:24][C:23]2=[O:28])=[CH:20][CH:21]=1)[CH2:4][NH:5][C:6]([C:8]1[S:9][C:10]([Cl:13])=[CH:11][CH:12]=1)=[O:7]. (6) Given the reactants [NH:1]1[C:9]2[C:4](=[CH:5][C:6]([C:10]([OH:12])=[O:11])=[CH:7][CH:8]=2)[CH:3]=[N:2]1.O.[CH3:14]O, predict the reaction product. The product is: [CH3:14][O:11][C:10]([C:6]1[CH:5]=[C:4]2[C:9](=[CH:8][CH:7]=1)[NH:1][N:2]=[CH:3]2)=[O:12].